Dataset: Full USPTO retrosynthesis dataset with 1.9M reactions from patents (1976-2016). Task: Predict the reactants needed to synthesize the given product. (1) Given the product [CH3:9][O:8][C:6]([C:5]1[C:4](=[O:11])[NH:13][C:14]2=[N:19][CH:18]=[CH:17][N:16]=[C:15]2[C:20]=1[OH:21])=[O:7], predict the reactants needed to synthesize it. The reactants are: C[O-].[Na+].[C:4]([O:11]C)(=O)[CH2:5][C:6]([O:8][CH3:9])=[O:7].[NH2:13][C:14]1[C:15]([C:20](OC)=[O:21])=[N:16][CH:17]=[CH:18][N:19]=1. (2) Given the product [Cl:1][C:2]1[CH:3]=[C:4]([C:8]2[CH:9]=[CH:10][C:11]3[N:18]4[CH2:19][C@H:14]([CH2:15][CH2:16][CH2:17]4)[NH:13][C:12]=3[N:27]=2)[CH:5]=[N:6][CH:7]=1, predict the reactants needed to synthesize it. The reactants are: [Cl:1][C:2]1[CH:3]=[C:4]([C:8]2[CH:9]=[CH:10][C:11]3[N:18]4[CH2:19][C@H:14]([CH2:15][CH2:16][CH2:17]4)[N:13](C(OC(C)(C)C)=O)[C:12]=3[N:27]=2)[CH:5]=[N:6][CH:7]=1. (3) Given the product [CH:13]1[CH:12]=[CH:11][CH:10]=[C:9]2[C:14]=1[C:5]1[N:4]3[CH2:16][CH2:17][CH2:18][N:19]([C:20]([O:21][C:22]([CH3:25])([CH3:24])[CH3:23])=[O:26])[CH2:2][C:3]3=[N:15][C:6]=1[CH:7]=[N:8]2, predict the reactants needed to synthesize it. The reactants are: Cl[CH2:2][C:3]1[N:4]([CH2:16][CH2:17][CH2:18][NH:19][C:20](=[O:26])[O:21][C:22]([CH3:25])([CH3:24])[CH3:23])[C:5]2[C:14]3[CH:13]=[CH:12][CH:11]=[CH:10][C:9]=3[N:8]=[CH:7][C:6]=2[N:15]=1.CC(C)([O-])C.[K+].C(OCC)(=O)C. (4) Given the product [NH2:1][C@@H:4]1[C@@H:8]([CH2:9][OH:10])[O:7][C@@H:6]([N:11]2[CH:19]=[C:17]([CH3:18])[C:15](=[O:16])[NH:14][C:12]2=[O:13])[CH2:5]1, predict the reactants needed to synthesize it. The reactants are: [N:1]([C@@:4]1(O)[C@@H:8]([CH2:9][OH:10])[O:7][C@@H:6]([N:11]2[CH:19]=[C:17]([CH3:18])[C:15](=[O:16])[NH:14][C:12]2=[O:13])[CH2:5]1)=[N+]=[N-].C(#N)C.C1(P(C2C=CC=CC=2)C2C=CC=CC=2)C=CC=CC=1. (5) Given the product [CH3:14][C:12]1[CH:13]=[C:2]([C:17]2[CH:18]=[CH:19][CH:20]=[CH:21][N:16]=2)[CH:3]=[C:4]([CH3:15])[C:5]=1[O:6][CH2:7][C:8]([NH:10][NH2:11])=[O:9], predict the reactants needed to synthesize it. The reactants are: Br[C:2]1[CH:13]=[C:12]([CH3:14])[C:5]([O:6][CH2:7][C:8]([NH:10][NH2:11])=[O:9])=[C:4]([CH3:15])[CH:3]=1.[N:16]1[CH:21]=[CH:20][CH:19]=[CH:18][C:17]=1B(O)O.C(=O)([O-])[O-].[Na+].[Na+].O. (6) Given the product [CH2:17]([O:16][CH:5]([CH2:6][C:7]1[CH:8]=[C:9]2[C:13](=[CH:14][CH:15]=1)[N:12]([CH2:21][C:22]1[N:23]=[C:24]([C:28]3[CH:33]=[CH:32][CH:31]=[CH:30][C:29]=3[O:34][CH3:35])[O:25][C:26]=1[CH3:27])[CH:11]=[CH:10]2)[C:4]([OH:3])=[O:19])[CH3:18], predict the reactants needed to synthesize it. The reactants are: C([O:3][C:4](=[O:19])[CH:5]([O:16][CH2:17][CH3:18])[CH2:6][C:7]1[CH:8]=[C:9]2[C:13](=[CH:14][CH:15]=1)[NH:12][CH:11]=[CH:10]2)C.Cl[CH2:21][C:22]1[N:23]=[C:24]([C:28]2[CH:33]=[CH:32][CH:31]=[CH:30][C:29]=2[O:34][CH3:35])[O:25][C:26]=1[CH3:27]. (7) Given the product [Cl:1][C:2]1[N:6]([CH3:7])[N:5]=[C:4]([CH3:8])[C:3]=1[S:9]([NH:13][C:14]1[CH:15]=[C:16]([C:20]2[N:24]([CH3:25])[N:23]=[C:22]([NH:26][C:27](=[O:29])[CH3:28])[CH:21]=2)[CH:17]=[N:18][CH:19]=1)(=[O:11])=[O:10], predict the reactants needed to synthesize it. The reactants are: [Cl:1][C:2]1[N:6]([CH3:7])[N:5]=[C:4]([CH3:8])[C:3]=1[S:9](Cl)(=[O:11])=[O:10].[NH2:13][C:14]1[CH:15]=[C:16]([C:20]2[N:24]([CH3:25])[N:23]=[C:22]([NH:26][C:27](=[O:29])[CH3:28])[CH:21]=2)[CH:17]=[N:18][CH:19]=1.N1CCCC1. (8) Given the product [Br:1][C:2]1[CH:3]=[C:4]([CH2:8][CH2:9][CH2:10][OH:11])[CH:5]=[CH:6][CH:7]=1, predict the reactants needed to synthesize it. The reactants are: [Br:1][C:2]1[CH:3]=[C:4]([CH2:8][CH2:9][C:10](O)=[O:11])[CH:5]=[CH:6][CH:7]=1.Cl.